Dataset: Reaction yield outcomes from USPTO patents with 853,638 reactions. Task: Predict the reaction yield, written as a fraction of the theoretical maximum amount of product (1.0 means a 100% yield; for example, 0.34 means a 34% yield). (1) The reactants are [F:1][C:2]([F:16])([F:15])[C:3]1[CH:4]=[C:5]([CH:8]=[C:9]([C:11]([F:14])([F:13])[F:12])[CH:10]=1)[CH:6]=O.Cl.[OH:18][NH2:19].[OH-].[Na+]. The catalyst is C(O)C. The product is [F:1][C:2]([F:16])([F:15])[C:3]1[CH:4]=[C:5]([CH:8]=[C:9]([C:11]([F:14])([F:13])[F:12])[CH:10]=1)/[CH:6]=[N:19]/[OH:18]. The yield is 0.960. (2) The reactants are [C:1]([O:5][C:6]([CH3:9])([CH3:8])[CH3:7])(=[O:4])[CH:2]=[CH2:3].C(N(C(C)C)CC)(C)C.CC1C=CC=CC=1P(C1C=CC=CC=1C)C1C=CC=CC=1C.Br[C:42]1[CH:58]=[N:57][C:45]2[NH:46][C:47](=[O:56])[N:48]([CH2:50][C:51]([O:53][CH2:54][CH3:55])=[O:52])[CH2:49][C:44]=2[CH:43]=1. The yield is 0.600. The catalyst is C(#N)CC.CN(C)C=O.C([O-])(=O)C.[Pd+2].C([O-])(=O)C. The product is [CH2:54]([O:53][C:51](=[O:52])[CH2:50][N:48]1[CH2:49][C:44]2[CH:43]=[C:42](/[CH:3]=[CH:2]/[C:1]([O:5][C:6]([CH3:9])([CH3:8])[CH3:7])=[O:4])[CH:58]=[N:57][C:45]=2[NH:46][C:47]1=[O:56])[CH3:55]. (3) The reactants are [N:1]1[CH:6]=[CH:5][CH:4]=[CH:3][C:2]=1[SH:7].[H-].[Na+].Br[C:11]1[CH:12]=[C:13]([O:19][C:20]2[CH:25]=[CH:24][C:23]([F:26])=[CH:22][CH:21]=2)[C:14]([C:17]#[N:18])=[N:15][CH:16]=1.O. The catalyst is CC(N(C)C)=O. The product is [F:26][C:23]1[CH:22]=[CH:21][C:20]([O:19][C:13]2[C:14]([C:17]#[N:18])=[N:15][CH:16]=[C:11]([S:7][C:2]3[CH:3]=[CH:4][CH:5]=[CH:6][N:1]=3)[CH:12]=2)=[CH:25][CH:24]=1. The yield is 0.700. (4) The yield is 0.180. The product is [Br:24][C:25]1[CH:30]=[C:29]([CH:28]=[CH:27][C:26]=1[O:33][CH2:34][CH2:35][CH3:36])[CH2:31][N:9]1[CH2:10][CH2:11][C:12]2[C:17](=[CH:16][CH:15]=[C:14]([CH:18]([NH:20][C:21](=[O:23])[CH3:22])[CH3:19])[CH:13]=2)[CH2:8]1. The reactants are OC(C(F)(F)F)=O.[CH2:8]1[C:17]2[C:12](=[CH:13][C:14]([CH:18]([NH:20][C:21](=[O:23])[CH3:22])[CH3:19])=[CH:15][CH:16]=2)[CH2:11][CH2:10][NH:9]1.[Br:24][C:25]1[CH:30]=[C:29]([CH2:31]Br)[CH:28]=[CH:27][C:26]=1[O:33][CH2:34][CH2:35][CH3:36]. No catalyst specified. (5) The reactants are Br[CH:2]([C:4]1[CH:5]=[C:6]([C:22]([N:24]([CH3:26])[CH3:25])=[O:23])[CH:7]=[C:8]2[C:13]=1[O:12][C:11]([N:14]1[CH2:19][CH2:18][O:17][C@@H:16]([CH3:20])[CH2:15]1)=[CH:10][C:9]2=[O:21])[CH3:3].[F:27][C:28]1[CH:29]=[C:30]([CH:32]=[C:33]([F:35])[CH:34]=1)[NH2:31]. The catalyst is CC(N(C)C)=O.C(OCC)(=O)C. The product is [F:27][C:28]1[CH:29]=[C:30]([NH:31][CH:2]([C:4]2[CH:5]=[C:6]([C:22]([N:24]([CH3:26])[CH3:25])=[O:23])[CH:7]=[C:8]3[C:13]=2[O:12][C:11]([N:14]2[CH2:19][CH2:18][O:17][C@@H:16]([CH3:20])[CH2:15]2)=[CH:10][C:9]3=[O:21])[CH3:3])[CH:32]=[C:33]([F:35])[CH:34]=1. The yield is 0.600. (6) The reactants are [N:1]([C@H:4]([C:15]1[N:16]=[C:17]([C:20]2[CH:25]=[CH:24][CH:23]=[CH:22][CH:21]=2)[S:18][CH:19]=1)[CH2:5][C:6]1[CH:11]=[CH:10][C:9]([N+:12]([O-:14])=[O:13])=[CH:8][CH:7]=1)=[C:2]=[S:3].[C:26]([NH:29][NH2:30])(=O)[CH3:27]. The catalyst is CCO. The product is [CH3:27][C:26]1[S:3][C:2]([NH:1][C@H:4]([C:15]2[N:16]=[C:17]([C:20]3[CH:21]=[CH:22][CH:23]=[CH:24][CH:25]=3)[S:18][CH:19]=2)[CH2:5][C:6]2[CH:11]=[CH:10][C:9]([N+:12]([O-:14])=[O:13])=[CH:8][CH:7]=2)=[N:30][N:29]=1. The yield is 0.930. (7) The reactants are [CH2:1]([O:8][C:9]([NH:11][CH2:12][CH2:13][CH2:14][OH:15])=[O:10])[C:2]1[CH:7]=[CH:6][CH:5]=[CH:4][CH:3]=1.O[N:17]1[C:21](=[O:22])[C:20]2=[CH:23][CH:24]=[CH:25][CH:26]=[C:19]2[C:18]1=[O:27].C1(P(C2C=CC=CC=2)C2C=CC=CC=2)C=CC=CC=1.N(C(OCC)=O)=NC(OCC)=O. The catalyst is O1CCCC1.C(OCC)(=O)C. The product is [CH2:1]([O:8][C:9]([NH:11][CH2:12][CH2:13][CH2:14][O:15][N:17]1[C:18](=[O:27])[C:19]2=[CH:26][CH:25]=[CH:24][CH:23]=[C:20]2[C:21]1=[O:22])=[O:10])[C:2]1[CH:7]=[CH:6][CH:5]=[CH:4][CH:3]=1. The yield is 1.00. (8) The product is [C:1]([C:4]1[C:40](=[O:41])[C@@:8]2([CH3:42])[C:9]3[C:15]([OH:16])=[CH:14][C:13]([OH:17])=[C:12]([C:25]([NH:27][CH2:28][C:29]4[C:38]5[C:33](=[CH:34][CH:35]=[CH:36][CH:37]=5)[CH:32]=[CH:31][C:30]=4[CH3:39])=[O:26])[C:10]=3[O:11][C:7]2=[CH:6][C:5]=1[OH:43])(=[O:3])[CH3:2]. The catalyst is C(O)C.C(OCC)(=O)C.[C].[Pd]. The reactants are [C:1]([C:4]1[C:40](=[O:41])[C@@:8]2([CH3:42])[C:9]3[C:15]([OH:16])=[CH:14][C:13]([O:17]CC4C=CC=CC=4)=[C:12]([C:25]([NH:27][CH2:28][C:29]4[C:38]5[C:33](=[CH:34][CH:35]=[CH:36][CH:37]=5)[CH:32]=[CH:31][C:30]=4[CH3:39])=[O:26])[C:10]=3[O:11][C:7]2=[CH:6][C:5]=1[OH:43])(=[O:3])[CH3:2].[H][H]. The yield is 0.600. (9) The reactants are [C:1]([O:5][C:6]([NH:8][CH2:9][CH2:10][O:11][C:12](=[O:36])[CH2:13][O:14][C:15]1[CH:20]=[CH:19][C:18]([CH2:21][CH2:22][CH2:23][CH2:24][NH:25]C(OCC2C=CC=CC=2)=O)=[CH:17][CH:16]=1)=[O:7])([CH3:4])([CH3:3])[CH3:2]. The catalyst is C(O)(=O)C.C(OCC)(=O)C.ClCCl.[OH-].[OH-].[Pd+2]. The product is [CH2:10]([O:11][C:12](=[O:36])[CH3:13])[CH3:9].[C:1]([O:5][C:6]([NH:8][CH2:9][CH2:10][O:11][C:12](=[O:36])[CH2:13][O:14][C:15]1[CH:16]=[CH:17][C:18]([CH2:21][CH2:22][CH2:23][CH2:24][NH2:25])=[CH:19][CH:20]=1)=[O:7])([CH3:4])([CH3:2])[CH3:3]. The yield is 0.840.